This data is from Reaction yield outcomes from USPTO patents with 853,638 reactions. The task is: Predict the reaction yield, written as a fraction of the theoretical maximum amount of product (1.0 means a 100% yield; for example, 0.34 means a 34% yield). (1) The reactants are [C:1]1(=[O:28])[N:5]([O:6][CH2:7][C@H:8]2[O:12][C@@H:11]([N:13]3[CH:21]=[C:19]([CH3:20])[C:17](=[O:18])[NH:16][C:14]3=[O:15])[CH2:10][C@@H:9]2[OH:22])[C:4](=[O:23])[C:3]2=[CH:24][CH:25]=[CH:26][CH:27]=[C:2]12.[Si:29](Cl)([C:42]([CH3:45])([CH3:44])[CH3:43])([C:36]1[CH:41]=[CH:40][CH:39]=[CH:38][CH:37]=1)[C:30]1[CH:35]=[CH:34][CH:33]=[CH:32][CH:31]=1.N1C=CN=C1. The catalyst is CN(C=O)C. The product is [Si:29]([O:22][C@@H:9]1[C@@H:8]([CH2:7][O:6][N:5]2[C:4](=[O:23])[C:3]3=[CH:24][CH:25]=[CH:26][CH:27]=[C:2]3[C:1]2=[O:28])[O:12][C@@H:11]([N:13]2[CH:21]=[C:19]([CH3:20])[C:17](=[O:18])[NH:16][C:14]2=[O:15])[CH2:10]1)([C:42]([CH3:45])([CH3:44])[CH3:43])([C:36]1[CH:37]=[CH:38][CH:39]=[CH:40][CH:41]=1)[C:30]1[CH:35]=[CH:34][CH:33]=[CH:32][CH:31]=1. The yield is 0.920. (2) The yield is 0.800. The catalyst is N1C=CC=CC=1. The reactants are [Br:1][C:2]1[CH:7]=[CH:6][C:5]([S:8](Cl)(=[O:10])=[O:9])=[CH:4][CH:3]=1.[NH2:12][C:13]1[N:18]=[CH:17][CH:16]=[CH:15][N:14]=1. The product is [Br:1][C:2]1[CH:7]=[CH:6][C:5]([S:8]([NH:12][C:13]2[N:18]=[CH:17][CH:16]=[CH:15][N:14]=2)(=[O:10])=[O:9])=[CH:4][CH:3]=1. (3) The reactants are C(O)(C(F)(F)F)=O.[CH2:8]([O:15][NH:16][C@H:17]1[CH2:22][N:21](C(OC(C)(C)C)=O)[C@H:20]([C:30]([O:32][CH2:33][CH3:34])=[O:31])[CH2:19][CH2:18]1)[C:9]1[CH:14]=[CH:13][CH:12]=[CH:11][CH:10]=1. The catalyst is C(Cl)Cl. The product is [CH2:8]([O:15][NH:16][C@H:17]1[CH2:22][NH:21][C@H:20]([C:30]([O:32][CH2:33][CH3:34])=[O:31])[CH2:19][CH2:18]1)[C:9]1[CH:10]=[CH:11][CH:12]=[CH:13][CH:14]=1. The yield is 0.950. (4) The reactants are Cl[CH2:2][C:3]([C:5]1[C:10]([F:11])=[CH:9][C:8]([F:12])=[CH:7][C:6]=1[F:13])=O.[NH2:14][C:15]([NH2:17])=[S:16]. The catalyst is CCO. The product is [F:13][C:6]1[CH:7]=[C:8]([F:12])[CH:9]=[C:10]([F:11])[C:5]=1[C:3]1[N:14]=[C:15]([NH2:17])[S:16][CH:2]=1. The yield is 0.970. (5) The reactants are [NH2:1][C:2]1[N:7]([C:8]2[CH:13]=[CH:12][C:11](OC)=[CH:10][CH:9]=2)[C:6](=[S:16])[NH:5][C:4](=[O:17])[CH:3]=1.[N:18]([O-:20])=O.[Na+].[C:22](O)(=[O:24])C. The catalyst is O. The product is [NH2:1][C:2]1[N:7]([C:8]2[CH:9]=[CH:10][CH:11]=[CH:12][C:13]=2[O:24][CH3:22])[C:6](=[S:16])[NH:5][C:4](=[O:17])[C:3]=1[N:18]=[O:20]. The yield is 0.750.